This data is from Full USPTO retrosynthesis dataset with 1.9M reactions from patents (1976-2016). The task is: Predict the reactants needed to synthesize the given product. (1) Given the product [C:1]1([CH:7]2[CH2:12][CH2:11][CH2:10][CH2:9][NH:8]2)[CH:6]=[CH:5][CH:4]=[CH:3][CH:2]=1, predict the reactants needed to synthesize it. The reactants are: [C:1]1([C:7]2[CH:12]=[CH:11][CH:10]=[CH:9][N:8]=2)[CH:6]=[CH:5][CH:4]=[CH:3][CH:2]=1.Cl.[OH-].[Na+]. (2) Given the product [CH2:1]([O:3][C:4]([C:5]1[C:22]([CH3:23])=[C:21]([C:20]([O:19][C:15]([CH3:18])([CH3:17])[CH3:16])=[O:27])[NH:25][C:6]=1[CH2:7][C:8]([O:10][CH2:11][CH3:12])=[O:9])=[O:14])[CH3:2], predict the reactants needed to synthesize it. The reactants are: [CH2:1]([O:3][C:4](=[O:14])[CH2:5][C:6](=O)[CH2:7][C:8]([O:10][CH2:11][CH3:12])=[O:9])[CH3:2].[C:15]([O:19][C:20](=[O:27])[C:21](=[N:25]O)[C:22](=O)[CH3:23])([CH3:18])([CH3:17])[CH3:16].O. (3) Given the product [C:1]([O:4][CH2:5][CH:6]([OH:19])[C@@H:7]([NH:11][C:12]([O:14][C:15]([CH3:16])([CH3:18])[CH3:17])=[O:13])[CH:8]([CH3:10])[CH3:9])(=[O:3])[CH3:2], predict the reactants needed to synthesize it. The reactants are: [C:1]([O:4][CH:5](SC)[C:6](=[O:19])[C@@H:7]([NH:11][C:12]([O:14][C:15]([CH3:18])([CH3:17])[CH3:16])=[O:13])[CH:8]([CH3:10])[CH3:9])(=[O:3])[CH3:2].CCO.[BH4-].[Na+].Cl. (4) Given the product [F:1][C:2]1[CH:3]=[C:4]2[C:22](=[O:23])[NH:21][CH2:20][CH2:19][C:6]3=[C:7]([C:11]4[CH:18]=[CH:17][CH:16]=[C:13]([CH2:14][NH:31][CH3:30])[CH:12]=4)[NH:8][C:9]([CH:10]=1)=[C:5]23, predict the reactants needed to synthesize it. The reactants are: [F:1][C:2]1[CH:3]=[C:4]2[C:22](=[O:23])[NH:21][CH2:20][CH2:19][C:6]3=[C:7]([C:11]4[CH:12]=[C:13]([CH:16]=[CH:17][CH:18]=4)[CH:14]=O)[NH:8][C:9]([CH:10]=1)=[C:5]23.C1([C:30]2[NH:31]C3C=CC=C4C(=O)NCCC=2C=34)C=CC=CC=1.BrC1NC2C=C(F)C=C3C(=O)NCCC=1C=23.C(C1C=C(B(O)O)C=CC=1)=O.CN. (5) Given the product [Cl:22][C:23]1[CH:24]=[C:25]([CH:28]=[CH:29][C:30]=1[Cl:31])[CH2:26][NH:27][C:2]1[N:3]=[C:4]([NH:18][CH2:19][CH2:20][CH3:21])[C:5]2[N:6]=[C:7]([NH:16][CH3:17])[N:8]=[C:9]([NH:12][CH2:13][CH2:14][CH3:15])[C:10]=2[N:11]=1, predict the reactants needed to synthesize it. The reactants are: Cl[C:2]1[N:3]=[C:4]([NH:18][CH2:19][CH2:20][CH3:21])[C:5]2[N:6]=[C:7]([NH:16][CH3:17])[N:8]=[C:9]([NH:12][CH2:13][CH2:14][CH3:15])[C:10]=2[N:11]=1.[Cl:22][C:23]1[CH:24]=[C:25]([CH:28]=[CH:29][C:30]=1[Cl:31])[CH2:26][NH2:27].Cl.ClC1C(C)=C(C=CC=1)CNC1N=C(NCCC)C2N=C(NC)N=C(NCCC)C=2N=1. (6) Given the product [C:11]([NH:30][C@@H:31]([CH2:35][CH3:36])[C:32](=[O:34])[CH3:33])([C:18]1[CH:19]=[CH:20][CH:21]=[CH:22][CH:23]=1)([C:24]1[CH:29]=[CH:28][CH:27]=[CH:26][CH:25]=1)[C:12]1[CH:17]=[CH:16][CH:15]=[CH:14][CH:13]=1, predict the reactants needed to synthesize it. The reactants are: CS(C)=O.C(Cl)(=O)C(Cl)=O.[C:11]([NH:30][C@@H:31]([CH2:35][CH3:36])[C@H:32]([OH:34])[CH3:33])([C:24]1[CH:29]=[CH:28][CH:27]=[CH:26][CH:25]=1)([C:18]1[CH:23]=[CH:22][CH:21]=[CH:20][CH:19]=1)[C:12]1[CH:17]=[CH:16][CH:15]=[CH:14][CH:13]=1.C(N1CCCCC1)C. (7) Given the product [CH3:18][C:16]1[CH2:15][C:4]([C:5]([O:7][CH2:8][CH3:9])=[O:6])([C:10]([O:12][CH2:13][CH3:14])=[O:11])[CH2:3][C:2]=1[CH3:19], predict the reactants needed to synthesize it. The reactants are: C[C:2](=[CH2:19])[CH2:3][C:4]([CH2:15][C:16]([CH3:18])=C)([C:10]([O:12][CH2:13][CH3:14])=[O:11])[C:5]([O:7][CH2:8][CH3:9])=[O:6].